From a dataset of Forward reaction prediction with 1.9M reactions from USPTO patents (1976-2016). Predict the product of the given reaction. (1) Given the reactants [NH2:1][C:2]1[CH:3]=[C:4]([CH:8]=[CH:9][CH:10]=1)[C:5]([OH:7])=[O:6].[C:11]([CH2:14][S:15][C:16](=S)[S:17]CC(O)=O)(O)=[O:12].[OH-].[Na+], predict the reaction product. The product is: [O:12]=[C:11]1[CH2:14][S:15][C:16](=[S:17])[N:1]1[C:2]1[CH:3]=[C:4]([CH:8]=[CH:9][CH:10]=1)[C:5]([OH:7])=[O:6]. (2) Given the reactants Cl.Cl.ClC1C=CC(C2C3[C@@H]4CCNCC[C@@H]4NC=3C=CC=2)=CC=1.[Cl:24][C:25]1[CH:30]=[CH:29][CH:28]=[CH:27][C:26]=1[NH:31][C:32]1[C:33]2[C:34]3[CH2:45][CH2:44][NH:43][CH2:42][CH2:41][C:35]=3[NH:36][C:37]=2[CH:38]=[CH:39][CH:40]=1, predict the reaction product. The product is: [Cl:24][C:25]1[CH:30]=[CH:29][CH:28]=[CH:27][C:26]=1[NH:31][C:32]1[C:33]2[C@@H:34]3[CH2:45][CH2:44][NH:43][CH2:42][CH2:41][C@@H:35]3[NH:36][C:37]=2[CH:38]=[CH:39][CH:40]=1.